Dataset: Full USPTO retrosynthesis dataset with 1.9M reactions from patents (1976-2016). Task: Predict the reactants needed to synthesize the given product. (1) Given the product [C:31]([OH:37])([C:33]([F:36])([F:35])[F:34])=[O:32].[F:34][C:33]([F:36])([F:35])[C:31]([OH:37])=[O:32].[NH:7]1[C:11]2=[N:12][CH:13]=[CH:14][C:15]([C:16]3[N:20]=[C:19]([C:21]4[CH:22]=[C:23]([CH:26]=[CH:27][CH:28]=4)[C:24]#[N:25])[O:18][N:17]=3)=[C:10]2[CH:9]=[CH:8]1, predict the reactants needed to synthesize it. The reactants are: C[Si](C)(C)CCOC[N:7]1[C:11]2=[N:12][CH:13]=[CH:14][C:15]([C:16]3[N:20]=[C:19]([C:21]4[CH:22]=[C:23]([CH:26]=[CH:27][CH:28]=4)[C:24]#[N:25])[O:18][N:17]=3)=[C:10]2[CH:9]=[CH:8]1.[C:31]([OH:37])([C:33]([F:36])([F:35])[F:34])=[O:32].CO. (2) The reactants are: [CH2:1]([N:4]1[C:8]([C:9]2[CH:14]=[CH:13][C:12]([Cl:15])=[CH:11][CH:10]=2)=[C:7]([C:16]2[CH:21]=[CH:20][N:19]=[CH:18][CH:17]=2)[N:6]=[C:5]1[C:22]1[C:27]([Cl:28])=[CH:26][CH:25]=[CH:24][C:23]=1[Cl:29])[CH:2]=[CH2:3]. Given the product [Cl:15][C:12]1[CH:13]=[CH:14][C:9]([C:8]2[N:4]([CH2:1][CH2:2][CH3:3])[C:5]([C:22]3[C:23]([Cl:29])=[CH:24][CH:25]=[CH:26][C:27]=3[Cl:28])=[N:6][C:7]=2[C:16]2[CH:17]=[CH:18][N:19]=[CH:20][CH:21]=2)=[CH:10][CH:11]=1, predict the reactants needed to synthesize it. (3) Given the product [C:26]([NH:30][S:31]([C:34]1[S:35][C:36]([C:20]2[CH:19]=[C:18]([C:10]3[N:9]=[C:8]([C:5]4[CH:6]=[CH:7][C:2]([Cl:1])=[C:3]([CH3:25])[CH:4]=4)[CH:13]=[C:12]([C:14]([F:16])([F:17])[F:15])[N:11]=3)[CH:23]=[CH:22][N:21]=2)=[CH:37][CH:38]=1)(=[O:32])=[O:33])([CH3:29])([CH3:27])[CH3:28], predict the reactants needed to synthesize it. The reactants are: [Cl:1][C:2]1[CH:7]=[CH:6][C:5]([C:8]2[CH:13]=[C:12]([C:14]([F:17])([F:16])[F:15])[N:11]=[C:10]([C:18]3[CH:23]=[CH:22][N:21]=[C:20](Cl)[CH:19]=3)[N:9]=2)=[CH:4][C:3]=1[CH3:25].[C:26]([NH:30][S:31]([C:34]1[S:35][C:36](B2OC(C)(C)C(C)(C)O2)=[CH:37][CH:38]=1)(=[O:33])=[O:32])([CH3:29])([CH3:28])[CH3:27]. (4) Given the product [N:1]1([CH:7]2[CH2:30][NH:29][C:10]3=[N:11][C:12]([C:22]4[CH:23]=[CH:24][C:25]([CH3:28])=[CH:26][CH:27]=4)=[C:13]([C:15]4[CH:20]=[CH:19][C:18]([CH3:21])=[CH:17][CH:16]=4)[N:14]=[C:9]3[CH2:8]2)[CH2:6][CH2:5][CH2:4][CH2:3][CH2:2]1, predict the reactants needed to synthesize it. The reactants are: [N:1]1([CH:7]2[CH2:30][N:29](C(OC(C)(C)C)=O)[C:10]3=[N:11][C:12]([C:22]4[CH:27]=[CH:26][C:25]([CH3:28])=[CH:24][CH:23]=4)=[C:13]([C:15]4[CH:20]=[CH:19][C:18]([CH3:21])=[CH:17][CH:16]=4)[N:14]=[C:9]3[CH2:8]2)[CH2:6][CH2:5][CH2:4][CH2:3][CH2:2]1.C(O)(C(F)(F)F)=O. (5) Given the product [CH3:32][C:31]1[CH:30]=[CH:29][C:24]([C:25]([O:27][CH3:28])=[O:26])=[CH:23][C:22]=1[N:16]1[C:15](=[O:33])[C:14]2[C:19](=[CH:20][CH:21]=[C:12]([N:8]3[CH2:9][CH2:10][N:5]([CH2:4][CH2:3][O:2][CH3:1])[CH2:6][CH2:7]3)[CH:13]=2)[N:18]=[CH:17]1, predict the reactants needed to synthesize it. The reactants are: [CH3:1][O:2][CH2:3][CH2:4][N:5]1[CH2:10][CH2:9][NH:8][CH2:7][CH2:6]1.Br[C:12]1[CH:13]=[C:14]2[C:19](=[CH:20][CH:21]=1)[N:18]=[CH:17][N:16]([C:22]1[CH:23]=[C:24]([CH:29]=[CH:30][C:31]=1[CH3:32])[C:25]([O:27][CH3:28])=[O:26])[C:15]2=[O:33]. (6) The reactants are: [Cl:1][C:2]1[CH:7]=[CH:6][CH:5]=[C:4]([Cl:8])[C:3]=1[N:9]=[C:10]=[S:11].C1COCC1.[CH2:17]([NH2:20])[CH2:18][NH2:19].Cl. Given the product [NH2:19][CH2:18][CH2:17][NH:20][C:10]([NH:9][C:3]1[C:2]([Cl:1])=[CH:7][CH:6]=[CH:5][C:4]=1[Cl:8])=[S:11], predict the reactants needed to synthesize it.